Regression. Given a peptide amino acid sequence and an MHC pseudo amino acid sequence, predict their binding affinity value. This is MHC class II binding data. From a dataset of Peptide-MHC class II binding affinity with 134,281 pairs from IEDB. (1) The MHC is HLA-DQA10101-DQB10501 with pseudo-sequence HLA-DQA10101-DQB10501. The binding affinity (normalized) is 0.123. The peptide sequence is VPPADKYKTFEAAFT. (2) The peptide sequence is YDKFLANVSTVLTGC. The MHC is DRB3_0202 with pseudo-sequence DRB3_0202. The binding affinity (normalized) is 0.880. (3) The peptide sequence is INELIASGSEKLASV. The MHC is HLA-DQA10301-DQB10302 with pseudo-sequence HLA-DQA10301-DQB10302. The binding affinity (normalized) is 0.215.